From a dataset of Full USPTO retrosynthesis dataset with 1.9M reactions from patents (1976-2016). Predict the reactants needed to synthesize the given product. (1) Given the product [C:24]([OH:29])(=[O:28])[C:25]([OH:27])=[O:26].[CH3:1][C@H:2]1[N:7]2[C:8]3[C:9]([CH3:16])=[CH:10][CH:11]=[CH:12][C:13]=3[C:14]([CH3:15])=[C:6]2[CH2:5][NH:4][CH2:3]1, predict the reactants needed to synthesize it. The reactants are: [CH3:1][C@H:2]1[N:7]2[C:8]3[C:9]([CH3:16])=[CH:10][CH:11]=[CH:12][C:13]=3[C:14]([CH3:15])=[C:6]2[C:5](=O)[NH:4][CH2:3]1.[H-].[Al+3].[Li+].[H-].[H-].[H-].[C:24]([OH:29])(=[O:28])[C:25]([OH:27])=[O:26]. (2) Given the product [C:1]([O:5][C:6](=[O:27])[C:7]([S:10][C:11]1[CH:16]=[CH:15][C:14]([C:17]2[N:21]=[C:20]([C:22]([O:24][CH2:25][CH3:26])=[O:23])[N:19]([CH2:31][CH2:32][CH2:33][CH2:34][CH3:35])[N:18]=2)=[CH:13][CH:12]=1)([CH3:9])[CH3:8])([CH3:2])([CH3:3])[CH3:4], predict the reactants needed to synthesize it. The reactants are: [C:1]([O:5][C:6](=[O:27])[C:7]([S:10][C:11]1[CH:16]=[CH:15][C:14]([C:17]2[N:21]=[C:20]([C:22]([O:24][CH2:25][CH3:26])=[O:23])[NH:19][N:18]=2)=[CH:13][CH:12]=1)([CH3:9])[CH3:8])([CH3:4])([CH3:3])[CH3:2].[H-].[Na+].I[CH2:31][CH2:32][CH2:33][CH2:34][CH3:35]. (3) Given the product [Si:14]([O:1][CH2:2][C@H:3]1[NH:7][C:6](=[O:8])[CH2:5][CH2:4]1)([C:17]([CH3:20])([CH3:19])[CH3:18])([CH3:16])[CH3:15], predict the reactants needed to synthesize it. The reactants are: [OH:1][CH2:2][C@H:3]1[NH:7][C:6](=[O:8])[CH2:5][CH2:4]1.N1C=CN=C1.[Si:14](Cl)([C:17]([CH3:20])([CH3:19])[CH3:18])([CH3:16])[CH3:15]. (4) Given the product [CH3:9][S:7][C:3]1[CH:2]=[C:1]([SH:8])[CH:6]=[CH:5][CH:4]=1, predict the reactants needed to synthesize it. The reactants are: [C:1]1([SH:8])[CH:6]=[CH:5][CH:4]=[C:3]([SH:7])[CH:2]=1.[CH3:9]C1CCCO1.COS(OC)(=O)=O.[OH-].[Na+]. (5) The reactants are: [CH:1]1[CH:6]=[C:5]2[C:7]([O:9][C:10]3([C:20]4[CH:21]=[CH:22][C:23]([O-:25])=[CH:24][C:19]=4[O:18][C:12]4[CH:13]=[C:14]([O-:17])[CH:15]=[CH:16][C:11]3=4)[C:4]2=[CH:3][CH:2]=1)=[O:8].[Na+].[Na+].CC1C(C2(C3C(C)=CC(O)=C(C(C)C)C=3)OC(=O)C3C2=CC=CC=3)=CC(C(C)C)=C(O)C=1.C1C=C([N+]([O-])=O)C=C(N/N=C2/C=CC(C(C([O-])=O)=C/2)=O)C=1.[Na+].C1C=CC2C(=O)C3C(=CC(S(O)(=O)=O)=C(O)C=3O)C(=O)C=2C=1. Given the product [CH:2]1[CH:1]=[CH:6][C:5]([C:7]([OH:9])=[O:8])=[C:4]([C:10]2[C:11]3[CH:16]=[CH:15][C:14]([OH:17])=[CH:13][C:12]=3[O:18][C:19]3[C:20]=2[CH:21]=[CH:22][C:23]([CH:24]=3)=[O:25])[CH:3]=1, predict the reactants needed to synthesize it. (6) Given the product [C:49]([O:53][C:54]([NH:56][CH2:57][CH:58]([NH:69][C:5](=[O:7])[C:4]1[CH:8]=[CH:9][C:10]([C:11]([N:13]2[CH2:17][CH2:16][CH2:15][CH2:14]2)=[O:12])=[C:2]([CH3:1])[CH:3]=1)[C:59]1[NH:63][C:62]2[CH:64]=[CH:65][C:66]([Cl:68])=[CH:67][C:61]=2[N:60]=1)=[O:55])([CH3:52])([CH3:50])[CH3:51], predict the reactants needed to synthesize it. The reactants are: [CH3:1][C:2]1[CH:3]=[C:4]([CH:8]=[CH:9][C:10]=1[C:11]([N:13]1[CH2:17][CH2:16][CH2:15][CH2:14]1)=[O:12])[C:5]([OH:7])=O.CN(C(ON1N=NC2C=CC=CC1=2)=[N+](C)C)C.[B-](F)(F)(F)F.C(N(C(C)C)CC)(C)C.[C:49]([O:53][C:54]([NH:56][CH2:57][CH:58]([NH2:69])[C:59]1[NH:63][C:62]2[CH:64]=[CH:65][C:66]([Cl:68])=[CH:67][C:61]=2[N:60]=1)=[O:55])([CH3:52])([CH3:51])[CH3:50].ClCl. (7) Given the product [CH2:32]([O:31][C:29]([N:28]=[S:26]([C:23]1[CH:22]=[CH:21][C:20]([NH:19][C:2]2[N:7]=[C:6]([NH:8][C@@H:9]([CH2:10][OH:11])[CH2:12][CH3:13])[C:5]([C:14]3[S:15][CH:16]=[CH:17][CH:18]=3)=[CH:4][N:3]=2)=[CH:25][CH:24]=1)([CH:34]1[CH2:39][CH2:38]1)=[O:27])=[O:30])[CH3:33], predict the reactants needed to synthesize it. The reactants are: Cl[C:2]1[N:7]=[C:6]([NH:8][C@H:9]([CH2:12][CH3:13])[CH2:10][OH:11])[C:5]([C:14]2[S:15][CH:16]=[CH:17][CH:18]=2)=[CH:4][N:3]=1.[NH2:19][C:20]1[CH:25]=[CH:24][C:23]([S:26]([C:34]2[CH:39]=[CH:38]C=CC=2)(=[N:28][C:29]([O:31][CH2:32][CH3:33])=[O:30])=[O:27])=[CH:22][CH:21]=1.